Dataset: Reaction yield outcomes from USPTO patents with 853,638 reactions. Task: Predict the reaction yield, written as a fraction of the theoretical maximum amount of product (1.0 means a 100% yield; for example, 0.34 means a 34% yield). The reactants are [N+:1]([C:4]1[CH:12]=[C:8]([C:9]([OH:11])=O)[C:7]([NH2:13])=[CH:6][C:5]=1[O:14][CH2:15][CH2:16][CH2:17][OH:18])([O-:3])=[O:2].C([O-])([O-])OC.C([O-])(=O)C.[NH4+:28].[CH3:29]O. The catalyst is O. The product is [N+:1]([C:4]1[CH:12]=[C:8]2[C:7](=[CH:6][C:5]=1[O:14][CH2:15][CH2:16][CH2:17][OH:18])[N:13]=[CH:29][NH:28][C:9]2=[O:11])([O-:3])=[O:2]. The yield is 0.790.